Dataset: Peptide-MHC class I binding affinity with 185,985 pairs from IEDB/IMGT. Task: Regression. Given a peptide amino acid sequence and an MHC pseudo amino acid sequence, predict their binding affinity value. This is MHC class I binding data. (1) The peptide sequence is YVFPVIFSK. The MHC is HLA-B15:01 with pseudo-sequence HLA-B15:01. The binding affinity (normalized) is 0.161. (2) The MHC is HLA-B27:05 with pseudo-sequence HLA-B27:05. The peptide sequence is RYPLTLGW. The binding affinity (normalized) is 0.0434. (3) The peptide sequence is ARWLASTPL. The MHC is HLA-A02:03 with pseudo-sequence HLA-A02:03. The binding affinity (normalized) is 0.0847. (4) The peptide sequence is PPFTQHLLNI. The MHC is HLA-B53:01 with pseudo-sequence HLA-B53:01. The binding affinity (normalized) is 0.0808. (5) The peptide sequence is IVDCLTEMYY. The MHC is HLA-A68:02 with pseudo-sequence HLA-A68:02. The binding affinity (normalized) is 0.0847.